From a dataset of Catalyst prediction with 721,799 reactions and 888 catalyst types from USPTO. Predict which catalyst facilitates the given reaction. (1) Reactant: [OH:1][C:2]1[CH:10]=[CH:9][C:5]([C:6]([OH:8])=O)=[CH:4][CH:3]=1.[NH2:11][C:12]1[CH:17]=[CH:16][CH:15]=[CH:14][CH:13]=1.CCN=C=NCCCN(C)C. Product: [OH:1][C:2]1[CH:3]=[CH:4][C:5]([C:6]([NH:11][C:12]2[CH:17]=[CH:16][CH:15]=[CH:14][CH:13]=2)=[O:8])=[CH:9][CH:10]=1. The catalyst class is: 3. (2) Reactant: C(O)C.O.[C:5]1([CH3:15])[CH:10]=[CH:9][C:8]([S:11]([OH:14])(=[O:13])=[O:12])=[CH:7][CH:6]=1.[CH:16]1([N:20]2[CH2:25][CH2:24][CH:23]([O:26][C:27]3[CH:33]=[CH:32][C:30]([NH2:31])=[CH:29][CH:28]=3)[CH2:22][CH2:21]2)[CH2:19][CH2:18][CH2:17]1. Product: [C:5]1([CH3:15])[CH:6]=[CH:7][C:8]([S:11]([OH:14])(=[O:12])=[O:13])=[CH:9][CH:10]=1.[CH:16]1([N:20]2[CH2:25][CH2:24][CH:23]([O:26][C:27]3[CH:28]=[CH:29][C:30]([NH2:31])=[CH:32][CH:33]=3)[CH2:22][CH2:21]2)[CH2:19][CH2:18][CH2:17]1. The catalyst class is: 13.